Dataset: NCI-60 drug combinations with 297,098 pairs across 59 cell lines. Task: Regression. Given two drug SMILES strings and cell line genomic features, predict the synergy score measuring deviation from expected non-interaction effect. (1) Drug 1: COC1=C(C=C2C(=C1)N=CN=C2NC3=CC(=C(C=C3)F)Cl)OCCCN4CCOCC4. Drug 2: CCC1=CC2CC(C3=C(CN(C2)C1)C4=CC=CC=C4N3)(C5=C(C=C6C(=C5)C78CCN9C7C(C=CC9)(C(C(C8N6C)(C(=O)OC)O)OC(=O)C)CC)OC)C(=O)OC.C(C(C(=O)O)O)(C(=O)O)O. Cell line: SW-620. Synergy scores: CSS=68.7, Synergy_ZIP=6.66, Synergy_Bliss=7.07, Synergy_Loewe=3.39, Synergy_HSA=9.58. (2) Drug 1: C1CCN(CC1)CCOC2=CC=C(C=C2)C(=O)C3=C(SC4=C3C=CC(=C4)O)C5=CC=C(C=C5)O. Drug 2: CC12CCC(CC1=CCC3C2CCC4(C3CC=C4C5=CN=CC=C5)C)O. Cell line: CCRF-CEM. Synergy scores: CSS=1.04, Synergy_ZIP=-1.30, Synergy_Bliss=-0.130, Synergy_Loewe=-4.08, Synergy_HSA=-4.30. (3) Cell line: SNB-19. Drug 1: COC1=C2C(=CC3=C1OC=C3)C=CC(=O)O2. Drug 2: CCC1(C2=C(COC1=O)C(=O)N3CC4=CC5=C(C=CC(=C5CN(C)C)O)N=C4C3=C2)O.Cl. Synergy scores: CSS=3.41, Synergy_ZIP=-5.02, Synergy_Bliss=-20.5, Synergy_Loewe=-49.6, Synergy_HSA=-21.6. (4) Drug 1: C1C(C(OC1N2C=NC3=C2NC=NCC3O)CO)O. Drug 2: N.N.Cl[Pt+2]Cl. Cell line: MDA-MB-435. Synergy scores: CSS=24.9, Synergy_ZIP=-5.46, Synergy_Bliss=3.99, Synergy_Loewe=3.18, Synergy_HSA=2.54.